Dataset: Reaction yield outcomes from USPTO patents with 853,638 reactions. Task: Predict the reaction yield, written as a fraction of the theoretical maximum amount of product (1.0 means a 100% yield; for example, 0.34 means a 34% yield). The product is [Br-:37].[OH:10][C:9]([C:19]1[CH:24]=[CH:23][CH:22]=[C:21]([O:25][CH3:26])[CH:20]=1)([C:11]1[CH:16]=[CH:15][CH:14]=[C:13]([O:17][CH3:18])[CH:12]=1)[C:4]12[CH2:5][CH2:6][N+:1]([CH2:36][CH2:35][O:34][CH2:33][C:27]3[CH:32]=[CH:31][CH:30]=[CH:29][CH:28]=3)([CH2:2][CH2:3]1)[CH2:8][CH2:7]2. The catalyst is CC#N. The reactants are [N:1]12[CH2:8][CH2:7][C:4]([C:9]([C:19]3[CH:24]=[CH:23][CH:22]=[C:21]([O:25][CH3:26])[CH:20]=3)([C:11]3[CH:16]=[CH:15][CH:14]=[C:13]([O:17][CH3:18])[CH:12]=3)[OH:10])([CH2:5][CH2:6]1)[CH2:3][CH2:2]2.[C:27]1([CH2:33][O:34][CH2:35][CH2:36][Br:37])[CH:32]=[CH:31][CH:30]=[CH:29][CH:28]=1. The yield is 0.338.